From a dataset of Full USPTO retrosynthesis dataset with 1.9M reactions from patents (1976-2016). Predict the reactants needed to synthesize the given product. Given the product [CH3:1][O:2][C:3](=[O:13])[C:4]1[C:9]([Br:10])=[CH:8][C:7]([Br:11])=[CH:6][C:5]=1[NH:12][C:22]([NH:21][CH2:14][C:15]1[CH:20]=[CH:19][CH:18]=[CH:17][CH:16]=1)=[O:23], predict the reactants needed to synthesize it. The reactants are: [CH3:1][O:2][C:3](=[O:13])[C:4]1[C:9]([Br:10])=[CH:8][C:7]([Br:11])=[CH:6][C:5]=1[NH2:12].[CH2:14]([N:21]=[C:22]=[O:23])[C:15]1[CH:20]=[CH:19][CH:18]=[CH:17][CH:16]=1.